Dataset: Acute oral toxicity (LD50) regression data from Zhu et al.. Task: Regression/Classification. Given a drug SMILES string, predict its toxicity properties. Task type varies by dataset: regression for continuous values (e.g., LD50, hERG inhibition percentage) or binary classification for toxic/non-toxic outcomes (e.g., AMES mutagenicity, cardiotoxicity, hepatotoxicity). Dataset: ld50_zhu. (1) The compound is N#CCCCCC(=O)O. The rat oral LD50 is 2.10, given as -log10 of the dose in mol/kg body weight (higher means more acutely toxic). (2) The compound is CCOP(=S)(OCC)Oc1ccc(C#N)cc1. The rat oral LD50 is 4.43, given as -log10 of the dose in mol/kg body weight (higher means more acutely toxic). (3) The compound is COP(=O)(OC)Oc1cc(C)n(C)c(=O)c1. The rat oral LD50 is 4.93, given as -log10 of the dose in mol/kg body weight (higher means more acutely toxic). (4) The compound is COP(=S)(OC)SCn1nc(Br)ccc1=O. The rat oral LD50 is 4.96, given as -log10 of the dose in mol/kg body weight (higher means more acutely toxic). (5) The molecule is CC(CCl)OC(C)CCl. The rat oral LD50 is 2.85, given as -log10 of the dose in mol/kg body weight (higher means more acutely toxic). (6) The molecule is CC(C)Nc1ccc(Nc2ccccc2)cc1. The rat oral LD50 is 2.50, given as -log10 of the dose in mol/kg body weight (higher means more acutely toxic). (7) The compound is CCCCCCCCSC(=O)Oc1cc(Cl)nnc1-c1ccccc1. The rat oral LD50 is 2.28, given as -log10 of the dose in mol/kg body weight (higher means more acutely toxic). (8) The compound is O=c1[nH]c2cc(Br)ccc2o1. The rat oral LD50 is 2.31, given as -log10 of the dose in mol/kg body weight (higher means more acutely toxic). (9) The rat oral LD50 is 1.52, given as -log10 of the dose in mol/kg body weight (higher means more acutely toxic). The compound is C=CCOCC(CC)(CO)COCC=C. (10) The compound is O=S(=O)(Cl)c1ccccc1Cl. The rat oral LD50 is 1.45, given as -log10 of the dose in mol/kg body weight (higher means more acutely toxic).